This data is from Full USPTO retrosynthesis dataset with 1.9M reactions from patents (1976-2016). The task is: Predict the reactants needed to synthesize the given product. (1) The reactants are: [CH3:1][C:2]1[C:25]([O:26][CH3:27])=[CH:24][C:5]2[C:6](=[O:23])[N:7]3[CH2:22][CH2:21][CH2:20][C@H:8]3[C@H:9](O)[N:10](C(OCC(Cl)(Cl)Cl)=O)[C:4]=2[C:3]=1[O:28][CH3:29]. Given the product [CH3:1][C:2]1[C:25]([O:26][CH3:27])=[CH:24][C:5]2[C:6](=[O:23])[N:7]3[CH2:22][CH2:21][CH2:20][CH:8]3[CH:9]=[N:10][C:4]=2[C:3]=1[O:28][CH3:29], predict the reactants needed to synthesize it. (2) The reactants are: [CH:1]1([CH2:5][C:6]([O:8][CH2:9][C:10]2[CH:15]=[CH:14][CH:13]=[CH:12][CH:11]=2)=[O:7])[CH2:4][CH2:3][CH2:2]1.[Li+].C[Si]([N-][Si](C)(C)C)(C)C.C([C:28]([O:30][CH2:31][C:32]1[CH:37]=[CH:36][CH:35]=[CH:34][CH:33]=1)=[O:29])#N. Given the product [CH:1]1([CH:5]([C:28]([O:30][CH2:31][C:32]2[CH:37]=[CH:36][CH:35]=[CH:34][CH:33]=2)=[O:29])[C:6]([O:8][CH2:9][C:10]2[CH:11]=[CH:12][CH:13]=[CH:14][CH:15]=2)=[O:7])[CH2:2][CH2:3][CH2:4]1, predict the reactants needed to synthesize it. (3) Given the product [F:33][C:30]1[CH:29]=[CH:28][C:27]([N:24]2[CH2:23][CH2:22][N:21]([C:19](=[O:20])[CH2:18][N:8]3[CH:9]=[CH:10][C:6]([C:2]4[S:1][CH:5]=[CH:4][CH:3]=4)=[N:7]3)[CH2:26][CH2:25]2)=[CH:32][CH:31]=1, predict the reactants needed to synthesize it. The reactants are: [S:1]1[CH:5]=[CH:4][CH:3]=[C:2]1[C:6]1[CH:10]=[CH:9][NH:8][N:7]=1.C([O-])([O-])=O.[K+].[K+].Cl[CH2:18][C:19]([N:21]1[CH2:26][CH2:25][N:24]([C:27]2[CH:32]=[CH:31][C:30]([F:33])=[CH:29][CH:28]=2)[CH2:23][CH2:22]1)=[O:20].CN(C=O)C.